From a dataset of Reaction yield outcomes from USPTO patents with 853,638 reactions. Predict the reaction yield, written as a fraction of the theoretical maximum amount of product (1.0 means a 100% yield; for example, 0.34 means a 34% yield). The reactants are C(OC(=O)[NH:7][CH2:8][C:9]#[C:10][C:11]1[CH:29]=[N:28][C:14]2[NH:15][CH2:16][CH2:17][N:18]([CH2:19][C:20]3[CH:25]=[C:24]([Cl:26])[CH:23]=[CH:22][C:21]=3[Cl:27])[C:13]=2[CH:12]=1)(C)(C)C.FC(F)(F)C(O)=O.[OH-].[Na+]. The catalyst is C(Cl)Cl. The product is [Cl:27][C:21]1[CH:22]=[CH:23][C:24]([Cl:26])=[CH:25][C:20]=1[CH2:19][N:18]1[CH2:17][CH2:16][NH:15][C:14]2[N:28]=[CH:29][C:11]([C:10]#[C:9][CH2:8][NH2:7])=[CH:12][C:13]1=2. The yield is 0.370.